This data is from Full USPTO retrosynthesis dataset with 1.9M reactions from patents (1976-2016). The task is: Predict the reactants needed to synthesize the given product. (1) The reactants are: C(O)(C(F)(F)F)=O.[CH2:8]([C:10]1[C:18]2[C:13](=[CH:14][CH:15]=[CH:16][C:17]=2[NH:19][C:20]2[C:28]3[C:23](=[CH:24][N:25]=[CH:26][CH:27]=3)[O:22][C:21]=2[C:29]2[N:34]=[CH:33][CH:32]=[CH:31][N:30]=2)[N:12](C(OC(C)(C)C)=O)[N:11]=1)[CH3:9]. Given the product [CH2:8]([C:10]1[C:18]2[C:17]([NH:19][C:20]3[C:28]4[C:23](=[CH:24][N:25]=[CH:26][CH:27]=4)[O:22][C:21]=3[C:29]3[N:34]=[CH:33][CH:32]=[CH:31][N:30]=3)=[CH:16][CH:15]=[CH:14][C:13]=2[NH:12][N:11]=1)[CH3:9], predict the reactants needed to synthesize it. (2) The reactants are: [CH2:1]([N:3]1[C:11]2[C:6](=[CH:7][CH:8]=[C:9]([O:12][CH3:13])[CH:10]=2)[C:5]([C:14]#[N:15])=[C:4]1[C:16]1[CH:17]=[CH:18][C:19]2[O:24][CH2:23][C:22](=[O:25])[NH:21][C:20]=2[CH:26]=1)[CH3:2].[H-].[Na+].[CH3:29]I. Given the product [CH2:1]([N:3]1[C:11]2[C:6](=[CH:7][CH:8]=[C:9]([O:12][CH3:13])[CH:10]=2)[C:5]([C:14]#[N:15])=[C:4]1[C:16]1[CH:17]=[CH:18][C:19]2[O:24][CH2:23][C:22](=[O:25])[N:21]([CH3:29])[C:20]=2[CH:26]=1)[CH3:2], predict the reactants needed to synthesize it. (3) Given the product [CH3:14][O:15][C:16](=[O:25])[CH2:17][CH:19]1[CH:20]=[CH:21][CH:22]=[CH:23][C:24]1=[N:13][NH:12][C:9]1[CH:8]=[CH:7][C:6]([C:5]2[O:1][CH:2]=[N:3][CH:4]=2)=[CH:11][CH:10]=1, predict the reactants needed to synthesize it. The reactants are: [O:1]1[C:5]([C:6]2[CH:11]=[CH:10][C:9]([NH:12][NH2:13])=[CH:8][CH:7]=2)=[CH:4][N:3]=[CH:2]1.[CH3:14][O:15][C:16](=[O:25])[C:17]([C:19]1[CH:24]=[CH:23][CH:22]=[CH:21][CH:20]=1)=O. (4) Given the product [Cl:1][C:2]1[C:7]([OH:8])=[C:6]([C:17]#[C:16][Si:13]([CH3:15])([CH3:14])[CH3:12])[CH:5]=[C:4]([CH2:10][OH:11])[N:3]=1, predict the reactants needed to synthesize it. The reactants are: [Cl:1][C:2]1[C:7]([OH:8])=[C:6](I)[CH:5]=[C:4]([CH2:10][OH:11])[N:3]=1.[CH3:12][Si:13]([C:16]#[CH:17])([CH3:15])[CH3:14].CCN(CC)CC. (5) The reactants are: [OH-].[K+].[CH3:3][N:4]([CH2:6][C:7]1[O:11][C:10]([CH2:12][CH2:13][C:14]2[NH:18][N:17]=[C:16]([NH2:19])[CH:15]=2)=[CH:9][CH:8]=1)[CH3:5].[C:20](O[C:20]([O:22][C:23]([CH3:26])([CH3:25])[CH3:24])=[O:21])([O:22][C:23]([CH3:26])([CH3:25])[CH3:24])=[O:21]. Given the product [NH2:19][C:16]1[N:17]([C:20]([O:22][C:23]([CH3:26])([CH3:25])[CH3:24])=[O:21])[N:18]=[C:14]([CH2:13][CH2:12][C:10]2[O:11][C:7]([CH2:6][N:4]([CH3:5])[CH3:3])=[CH:8][CH:9]=2)[CH:15]=1, predict the reactants needed to synthesize it. (6) The reactants are: [C:1]([O:5][C:6]([CH2:8][N:9]1[CH2:13][CH2:12][CH:11]([C:14]([OH:16])=O)[CH2:10]1)=[O:7])([CH3:4])([CH3:3])[CH3:2].[Li].C1C=CC2N(O)N=NC=2C=1.CCN=C=NCCCN(C)C.Cl.[NH2:40][C:41]1[CH:46]=[CH:45][C:44]([OH:47])=[C:43]([Cl:48])[CH:42]=1. Given the product [C:1]([O:5][C:6](=[O:7])[CH2:8][N:9]1[CH2:13][CH2:12][CH:11]([C:14](=[O:16])[NH:40][C:41]2[CH:46]=[CH:45][C:44]([OH:47])=[C:43]([Cl:48])[CH:42]=2)[CH2:10]1)([CH3:2])([CH3:3])[CH3:4], predict the reactants needed to synthesize it.